This data is from Full USPTO retrosynthesis dataset with 1.9M reactions from patents (1976-2016). The task is: Predict the reactants needed to synthesize the given product. (1) Given the product [F:1][C:2]([F:11])([F:12])[CH:3]1[CH2:4][CH2:5][CH:6]([CH2:9][NH:10][CH:14]([CH3:16])[CH3:13])[CH2:7][CH2:8]1, predict the reactants needed to synthesize it. The reactants are: [F:1][C:2]([F:12])([F:11])[CH:3]1[CH2:8][CH2:7][CH:6]([CH2:9][NH2:10])[CH2:5][CH2:4]1.[CH3:13][C:14]([CH3:16])=O.[BH3-]C#N.[Na+]. (2) Given the product [C:1]([C:5]1[CH:30]=[CH:29][C:8]([C:9]([N:11]([C:32](=[O:35])[C:33]2[CH:5]=[CH:6][CH:7]=[C:8]([C:9]#[N:11])[CH:29]=2)[C:12]2[C:13]([NH2:18])=[CH:14][CH:15]=[CH:16][CH:17]=2)=[O:10])=[CH:7][CH:6]=1)([CH3:4])([CH3:2])[CH3:3], predict the reactants needed to synthesize it. The reactants are: [C:1]([C:5]1[CH:30]=[CH:29][C:8]([C:9]([NH:11][C:12]2[C:13]([NH:18]C(=O)C3C=CC=C(C#N)C=3)=[CH:14][CH:15]=[CH:16][CH:17]=2)=[O:10])=[CH:7][CH:6]=1)([CH3:4])([CH3:3])[CH3:2].O.[C:32]([OH:35])(=O)[CH3:33].O.[PH2]([O-])=O.[Na+]. (3) Given the product [F:13][C:14]([F:23])([F:24])[C:15]1[CH:22]=[CH:21][C:18]2[CH:19]([OH:26])[O:20][CH:8]([CH:9]=[CH2:10])[C:17]=2[CH:16]=1, predict the reactants needed to synthesize it. The reactants are: CN(C)CCNC.[CH2:8]([Li])[CH2:9][CH2:10]C.[F:13][C:14]([F:24])([F:23])[C:15]1[CH:22]=[CH:21][C:18]([CH:19]=[O:20])=[CH:17][CH:16]=1.C(C=C)=[O:26]. (4) Given the product [Br:14][CH2:15][CH2:16][O:13][C:4]1[CH:3]=[C:2]([Cl:1])[CH:11]=[C:10]2[C:5]=1[CH:6]=[CH:7][C:8]([CH3:12])=[N:9]2, predict the reactants needed to synthesize it. The reactants are: [Cl:1][C:2]1[CH:11]=[C:10]2[C:5]([CH:6]=[CH:7][C:8]([CH3:12])=[N:9]2)=[C:4]([OH:13])[CH:3]=1.[Br:14][CH2:15][CH2:16]Br. (5) Given the product [NH:1]1[C:9]2[C:4](=[C:5]([C:10]3[N:14]=[C:13]([C:15]4[CH:16]=[N:17][C:18]([CH2:21][CH2:22][CH3:23])=[CH:19][CH:20]=4)[O:12][N:11]=3)[CH:6]=[CH:7][CH:8]=2)[CH2:3][CH2:2]1, predict the reactants needed to synthesize it. The reactants are: [NH:1]1[C:9]2[C:4](=[C:5]([C:10]3[N:14]=[C:13]([C:15]4[CH:16]=[N:17][C:18]([CH2:21][CH2:22][CH3:23])=[CH:19][CH:20]=4)[O:12][N:11]=3)[CH:6]=[CH:7][CH:8]=2)[CH:3]=[CH:2]1.C(OC1C=C(C2ON=C(C3C=CC=C4C=3C=CN4)N=2)C=CC=1OCC)C. (6) Given the product [CH2:1]([O:3][C:4](=[O:23])[CH:5]([C:12]1[CH:13]=[CH:14][C:15]([S:18]([CH2:21][CH3:22])(=[O:20])=[O:19])=[CH:16][CH:17]=1)[CH2:6][CH:7]1[CH2:8][CH2:9][CH2:10][CH2:11]1)[CH3:2], predict the reactants needed to synthesize it. The reactants are: [CH2:1]([O:3][C:4](=[O:23])[C:5]([C:12]1[CH:17]=[CH:16][C:15]([S:18]([CH2:21][CH3:22])(=[O:20])=[O:19])=[CH:14][CH:13]=1)=[CH:6][CH:7]1[CH2:11][CH2:10][CH2:9][CH2:8]1)[CH3:2].[H][H]. (7) Given the product [Br:11][C:12]1[CH:17]=[C:16]([C:18]([F:19])([F:20])[F:21])[CH:15]=[CH:14][C:13]=1[O:8][C:7]1[C:2]([NH2:1])=[N:3][CH:4]=[CH:5][CH:6]=1, predict the reactants needed to synthesize it. The reactants are: [NH2:1][C:2]1[C:7]([OH:8])=[CH:6][CH:5]=[CH:4][N:3]=1.[H-].[Na+].[Br:11][C:12]1[CH:17]=[C:16]([C:18]([F:21])([F:20])[F:19])[CH:15]=[CH:14][C:13]=1F. (8) Given the product [F:23][C:24]1[CH:25]=[C:26]2[C:31](=[C:32]([F:44])[C:33]=1[C:34]1[N:39]=[C:38]([C:40]([NH:1][C:2]3[CH:3]=[N:4][CH:5]=[CH:6][C:7]=3[C@@H:8]3[CH2:13][C@H:12]([CH3:14])[CH2:11][C@H:10]([NH:15][C:16](=[O:22])[O:17][C:18]([CH3:21])([CH3:20])[CH3:19])[CH2:9]3)=[O:41])[CH:37]=[CH:36][C:35]=1[F:43])[O:30][CH2:29][CH2:28][C:27]2([OH:46])[CH3:45], predict the reactants needed to synthesize it. The reactants are: [NH2:1][C:2]1[CH:3]=[N:4][CH:5]=[CH:6][C:7]=1[C@@H:8]1[CH2:13][C@H:12]([CH3:14])[CH2:11][C@H:10]([NH:15][C:16](=[O:22])[O:17][C:18]([CH3:21])([CH3:20])[CH3:19])[CH2:9]1.[F:23][C:24]1[CH:25]=[C:26]2[C:31](=[C:32]([F:44])[C:33]=1[C:34]1[N:39]=[C:38]([C:40](O)=[O:41])[CH:37]=[CH:36][C:35]=1[F:43])[O:30][CH2:29][CH2:28][C:27]2([OH:46])[CH3:45]. (9) Given the product [NH:20]1[CH2:15][CH2:16][CH:17]([C:34]([NH2:32])=[O:35])[CH2:18][CH2:19]1, predict the reactants needed to synthesize it. The reactants are: C(OC1C=CC=CC=1[C:15]1[N:20]=[C:19](OCC(N)=O)[C:18](C#N)=[C:17](S(C)=O)[CH:16]=1)C1C=CC=CC=1.C[N:32]([CH:34]=[O:35])C. (10) Given the product [CH:12]([CH:11]1[C:5]2[C:6](=[N:7][C:2]([NH:30][C:31]3[CH:36]=[CH:35][CH:34]=[CH:33][CH:32]=3)=[N:3][CH:4]=2)[N:8]([C:24]2[CH:25]=[CH:26][CH:27]=[CH:28][CH:29]=2)[C:9](=[O:23])[N:10]1[C:15]1[CH:20]=[CH:19][C:18]([O:21][CH3:22])=[CH:17][CH:16]=1)([CH3:13])[CH3:14], predict the reactants needed to synthesize it. The reactants are: Cl[C:2]1[N:7]=[C:6]2[N:8]([C:24]3[CH:29]=[CH:28][CH:27]=[CH:26][CH:25]=3)[C:9](=[O:23])[N:10]([C:15]3[CH:20]=[CH:19][C:18]([O:21][CH3:22])=[CH:17][CH:16]=3)[CH:11]([CH:12]([CH3:14])[CH3:13])[C:5]2=[CH:4][N:3]=1.[NH2:30][C:31]1[CH:36]=[CH:35][CH:34]=[CH:33][CH:32]=1.